This data is from Reaction yield outcomes from USPTO patents with 853,638 reactions. The task is: Predict the reaction yield, written as a fraction of the theoretical maximum amount of product (1.0 means a 100% yield; for example, 0.34 means a 34% yield). The reactants are [NH2:1][C:2]1[N:7]([C:8]2[C:13]([F:14])=[CH:12][C:11]([CH2:15][CH2:16][OH:17])=[CH:10][C:9]=2[F:18])[C:6](=[O:19])[CH:5]=[CH:4][C:3]=1[C:20](=[O:28])[C:21]1[CH:26]=[CH:25][C:24]([F:27])=[CH:23][CH:22]=1.[CH3:29][S:30](Cl)(=[O:32])=[O:31].CCN(CC)CC. The catalyst is C(Cl)Cl. The product is [CH3:29][S:30]([O:17][CH2:16][CH2:15][C:11]1[CH:12]=[C:13]([F:14])[C:8]([N:7]2[C:2]([NH2:1])=[C:3]([C:20](=[O:28])[C:21]3[CH:22]=[CH:23][C:24]([F:27])=[CH:25][CH:26]=3)[CH:4]=[CH:5][C:6]2=[O:19])=[C:9]([F:18])[CH:10]=1)(=[O:32])=[O:31]. The yield is 0.940.